From a dataset of Reaction yield outcomes from USPTO patents with 853,638 reactions. Predict the reaction yield, written as a fraction of the theoretical maximum amount of product (1.0 means a 100% yield; for example, 0.34 means a 34% yield). (1) The reactants are [CH3:1][N:2]1[CH2:7][CH2:6][CH:5]([C:8]([N:16]2[CH2:21][CH2:20][NH:19][CH2:18][CH2:17]2)([C:10]2[CH:15]=[CH:14][CH:13]=[CH:12][CH:11]=2)[CH3:9])[CH2:4][CH2:3]1.[C:22]1([CH:28]([N:35]=[C:36]=[O:37])[C:29]2[CH:34]=[CH:33][CH:32]=[CH:31][CH:30]=2)[CH:27]=[CH:26][CH:25]=[CH:24][CH:23]=1. The catalyst is C(Cl)Cl. The product is [CH:28]([NH:35][C:36]([N:19]1[CH2:18][CH2:17][N:16]([C:8]([C:10]2[CH:15]=[CH:14][CH:13]=[CH:12][CH:11]=2)([CH:5]2[CH2:6][CH2:7][N:2]([CH3:1])[CH2:3][CH2:4]2)[CH3:9])[CH2:21][CH2:20]1)=[O:37])([C:29]1[CH:30]=[CH:31][CH:32]=[CH:33][CH:34]=1)[C:22]1[CH:27]=[CH:26][CH:25]=[CH:24][CH:23]=1. The yield is 0.870. (2) The reactants are [CH3:1][C:2]([CH3:36])([CH3:35])[C:3](=[O:34])[CH2:4][O:5][C:6]1[CH:11]=[CH:10][C:9]([C:12]([C:17]2[S:21][C:20]3[CH:22]=[CH:23][C:24]([C:26]([NH:28][CH2:29][C:30]([OH:32])=[O:31])=[O:27])=[CH:25][C:19]=3[CH:18]=2)([CH2:15][CH3:16])[CH2:13][CH3:14])=[CH:8][C:7]=1[CH3:33].[BH4-].[Na+]. No catalyst specified. The product is [CH2:13]([C:12]([C:17]1[S:21][C:20]2[CH:22]=[CH:23][C:24]([C:26]([NH:28][CH2:29][C:30]([OH:32])=[O:31])=[O:27])=[CH:25][C:19]=2[CH:18]=1)([C:9]1[CH:10]=[CH:11][C:6]([O:5][CH2:4][CH:3]([OH:34])[C:2]([CH3:35])([CH3:36])[CH3:1])=[C:7]([CH3:33])[CH:8]=1)[CH2:15][CH3:16])[CH3:14]. The yield is 0.860. (3) The reactants are [NH:1]([C:8]1[N:9]([C:21]2[CH:26]=[CH:25][CH:24]=[CH:23][CH:22]=2)[C:10]2[C:15]([C:16](=[O:18])[CH:17]=1)=[CH:14][C:13](Br)=[C:12]([CH3:20])[N:11]=2)[C:2]1[CH:7]=[CH:6][CH:5]=[CH:4][CH:3]=1.[Li][CH2:28]CCC.CI. The catalyst is C1COCC1. The product is [NH:1]([C:8]1[N:9]([C:21]2[CH:26]=[CH:25][CH:24]=[CH:23][CH:22]=2)[C:10]2[C:15]([C:16](=[O:18])[CH:17]=1)=[CH:14][C:13]([CH3:28])=[C:12]([CH3:20])[N:11]=2)[C:2]1[CH:7]=[CH:6][CH:5]=[CH:4][CH:3]=1. The yield is 0.320. (4) The reactants are Br[C:2]1[CH:7]=[CH:6][C:5]([C:8]2[N:12]([CH:13]3[CH2:18][CH2:17][CH2:16][CH2:15][O:14]3)[CH:11]=[N:10][N:9]=2)=[CH:4][CH:3]=1.[B:19]1([B:19]2[O:23][C:22]([CH3:25])([CH3:24])[C:21]([CH3:27])([CH3:26])[O:20]2)[O:23][C:22]([CH3:25])([CH3:24])[C:21]([CH3:27])([CH3:26])[O:20]1.C([O-])(=O)C. The catalyst is CN(C)C=O.C1C=CC(P(C2C=CC=CC=2)[C-]2C=CC=C2)=CC=1.C1C=CC(P(C2C=CC=CC=2)[C-]2C=CC=C2)=CC=1.Cl[Pd]Cl.[Fe+2]. The product is [O:14]1[CH2:15][CH2:16][CH2:17][CH2:18][CH:13]1[N:12]1[CH:11]=[N:10][N:9]=[C:8]1[C:5]1[CH:6]=[CH:7][C:2]([B:19]2[O:23][C:22]([CH3:25])([CH3:24])[C:21]([CH3:27])([CH3:26])[O:20]2)=[CH:3][CH:4]=1. The yield is 0.710. (5) The reactants are [F:1][C:2]1[CH:10]=[CH:9][CH:8]=[C:7]([F:11])[C:3]=1[C:4](Cl)=[O:5].[Br:12][C:13]1[C:14]([C:22]2[N:23]=[CH:24][C:25]([NH2:28])=[N:26][CH:27]=2)=[CH:15][C:16]2[O:20][CH2:19][O:18][C:17]=2[CH:21]=1.CCN(C(C)C)C(C)C. The catalyst is CN(C1C=CN=CC=1)C.ClCCl.O1CCCC1.CO.[OH-].[Li+]. The product is [Br:12][C:13]1[C:14]([C:22]2[N:23]=[CH:24][C:25]([NH:28][C:4](=[O:5])[C:3]3[C:2]([F:1])=[CH:10][CH:9]=[CH:8][C:7]=3[F:11])=[N:26][CH:27]=2)=[CH:15][C:16]2[O:20][CH2:19][O:18][C:17]=2[CH:21]=1. The yield is 0.660. (6) The reactants are Cl.[CH3:2][N:3]([CH3:10])[CH2:4]/[CH:5]=[CH:6]/[C:7](O)=[O:8].C(Cl)(=O)C(Cl)=O.[I:17][C:18]1[C:26]2[C:21](=[N:22][CH:23]=[N:24][C:25]=2[NH:27]C(=O)OC(C)(C)C)[N:20]([C:35]2[CH:40]=[CH:39][C:38]([NH:41][CH3:42])=[CH:37][N:36]=2)[N:19]=1.C(O)(C(F)(F)F)=O. The catalyst is C(Cl)Cl.CN(C=O)C. The product is [NH2:27][C:25]1[N:24]=[CH:23][N:22]=[C:21]2[N:20]([C:35]3[N:36]=[CH:37][C:38]([N:41]([CH3:42])[C:7](=[O:8])/[CH:6]=[CH:5]/[CH2:4][N:3]([CH3:10])[CH3:2])=[CH:39][CH:40]=3)[N:19]=[C:18]([I:17])[C:26]=12. The yield is 0.730.